This data is from TCR-epitope binding with 47,182 pairs between 192 epitopes and 23,139 TCRs. The task is: Binary Classification. Given a T-cell receptor sequence (or CDR3 region) and an epitope sequence, predict whether binding occurs between them. The epitope is SEETGTLIV. The TCR CDR3 sequence is CASSETGGYEKLFF. Result: 0 (the TCR does not bind to the epitope).